This data is from Full USPTO retrosynthesis dataset with 1.9M reactions from patents (1976-2016). The task is: Predict the reactants needed to synthesize the given product. (1) The reactants are: [CH3:1][C:2]1[CH:7]=[CH:6][N:5]=[CH:4][N:3]=1.C([N-]C(C)C)(C)C.[Li+].CON(C)[C:19](=[O:21])[CH3:20]. Given the product [N:5]1[CH:6]=[CH:7][C:2]([CH2:1][C:19](=[O:21])[CH3:20])=[N:3][CH:4]=1, predict the reactants needed to synthesize it. (2) Given the product [OH:18][C:16]1[CH:15]=[C:10]([CH:9]=[C:8]([O:7][C@@H:4]2[CH2:5][CH2:6][N:2]([CH3:1])[C:3]2=[O:26])[CH:17]=1)[C:11]([O:13][CH3:14])=[O:12], predict the reactants needed to synthesize it. The reactants are: [CH3:1][N:2]1[CH2:6][CH2:5][C@@H:4]([O:7][C:8]2[CH:9]=[C:10]([CH:15]=[C:16]([O:18]CC3C=CC=CC=3)[CH:17]=2)[C:11]([O:13][CH3:14])=[O:12])[C:3]1=[O:26].